This data is from Forward reaction prediction with 1.9M reactions from USPTO patents (1976-2016). The task is: Predict the product of the given reaction. (1) Given the reactants C(OC([N:11]1[CH2:18][CH2:17][CH2:16][CH2:15][CH:14]([NH:19][C:20]([N:22]2[CH2:28][CH2:27][C@@H:26]3[C@H:23]2[C:24](=[O:33])[N:25]3[S:29]([OH:32])(=[O:31])=[O:30])=[O:21])[CH2:13][CH2:12]1)=O)C1C=CC=CC=1.[H][H], predict the reaction product. The product is: [NH:11]1[CH2:18][CH2:17][CH2:16][CH2:15][CH:14]([NH:19][C:20]([N:22]2[CH2:28][CH2:27][C@@H:26]3[C@H:23]2[C:24](=[O:33])[N:25]3[S:29]([OH:32])(=[O:31])=[O:30])=[O:21])[CH2:13][CH2:12]1. (2) The product is: [CH3:21][N:22]([CH3:24])[CH:23]=[C:13]([C:10]1[CH:11]=[CH:12][C:7]([CH2:1][CH2:2][CH2:3][CH2:4][CH2:5][CH3:6])=[CH:8][CH:9]=1)[C:14]([O:16][CH2:17][CH3:18])=[O:15]. Given the reactants [CH2:1]([C:7]1[CH:12]=[CH:11][C:10]([CH2:13][C:14]([O:16][CH2:17][CH3:18])=[O:15])=[CH:9][CH:8]=1)[CH2:2][CH2:3][CH2:4][CH2:5][CH3:6].CO[CH:21](OC)[N:22]([CH3:24])[CH3:23], predict the reaction product. (3) The product is: [F:8][C:6]1[CH:7]=[C:2]2[C:3]([C:9]([CH3:11])([CH3:10])[NH:12][C:25]2=[O:26])=[CH:4][CH:5]=1. Given the reactants Br[C:2]1[CH:7]=[C:6]([F:8])[CH:5]=[CH:4][C:3]=1[C:9]([NH2:12])([CH3:11])[CH3:10].CCN(C(C)C)C(C)C.CN([CH:25]=[O:26])C, predict the reaction product.